This data is from Forward reaction prediction with 1.9M reactions from USPTO patents (1976-2016). The task is: Predict the product of the given reaction. Given the reactants [CH3:1][S:2]([C:5]1[CH:10]=[CH:9][C:8]([C:11]([C:19]2[NH:29][C:22]3=[N:23][CH:24]=[C:25]([O:27][CH3:28])[CH:26]=[C:21]3[CH:20]=2)=[CH:12][CH:13]2[CH2:18][CH2:17][O:16][CH2:15][CH2:14]2)=[CH:7][CH:6]=1)(=[O:4])=[O:3], predict the reaction product. The product is: [CH3:1][S:2]([C:5]1[CH:6]=[CH:7][C:8]([CH:11]([C:19]2[NH:29][C:22]3=[N:23][CH:24]=[C:25]([O:27][CH3:28])[CH:26]=[C:21]3[CH:20]=2)[CH2:12][CH:13]2[CH2:18][CH2:17][O:16][CH2:15][CH2:14]2)=[CH:9][CH:10]=1)(=[O:3])=[O:4].